This data is from Peptide-MHC class I binding affinity with 185,985 pairs from IEDB/IMGT. The task is: Regression. Given a peptide amino acid sequence and an MHC pseudo amino acid sequence, predict their binding affinity value. This is MHC class I binding data. The peptide sequence is ETIEDYLGY. The MHC is HLA-B38:01 with pseudo-sequence HLA-B38:01. The binding affinity (normalized) is 0.0847.